Dataset: Full USPTO retrosynthesis dataset with 1.9M reactions from patents (1976-2016). Task: Predict the reactants needed to synthesize the given product. (1) Given the product [CH2:9]([O:16][C:17]1[CH:18]=[C:19]([C:5]2[N:6]=[CH:7][C:2]([NH2:1])=[N:3][CH:4]=2)[CH:20]=[CH:21][C:22]=1[C:23]([CH3:26])([CH3:25])[CH3:24])[C:10]1[CH:11]=[CH:12][CH:13]=[CH:14][CH:15]=1, predict the reactants needed to synthesize it. The reactants are: [NH2:1][C:2]1[CH:7]=[N:6][C:5](Br)=[CH:4][N:3]=1.[CH2:9]([O:16][C:17]1[CH:18]=[C:19](B2OC(C)(C)C(C)(C)O2)[CH:20]=[CH:21][C:22]=1[C:23]([CH3:26])([CH3:25])[CH3:24])[C:10]1[CH:15]=[CH:14][CH:13]=[CH:12][CH:11]=1.C([O-])([O-])=O.[K+].[K+].C(Cl)Cl. (2) Given the product [CH3:1][C:2]1([CH3:16])[O:3][C:4](=[O:15])[NH:5][C:6]2[CH:11]=[CH:10][C:9]([C:18]3[CH:19]=[C:20]([C:23]#[N:24])[O:21][CH:22]=3)=[CH:8][C:7]1=2, predict the reactants needed to synthesize it. The reactants are: [CH3:1][C:2]1([CH3:16])[C:7]2[CH:8]=[C:9](B(O)O)[CH:10]=[CH:11][C:6]=2[NH:5][C:4](=[O:15])[O:3]1.Br[C:18]1[CH:19]=[C:20]([C:23]#[N:24])[O:21][CH:22]=1. (3) Given the product [Cl:44][C:30]1[CH:29]=[CH:28][C:27]([C:3]2[C:2](=[O:38])[NH:7][N:6]3[C:8](=[O:19])[N:9]([CH2:11][O:12][CH2:13][CH2:14][Si:15]([CH3:16])([CH3:17])[CH3:18])[N:10]=[C:5]3[C:4]=2[C:20]2[CH:21]=[CH:22][C:23]([Cl:26])=[CH:24][CH:25]=2)=[CH:32][CH:31]=1, predict the reactants needed to synthesize it. The reactants are: Cl[C:2]1[C:3]([C:27]2[CH:32]=[CH:31][C:30](Cl)=[CH:29][CH:28]=2)=[C:4]([C:20]2[CH:25]=[CH:24][C:23]([Cl:26])=[CH:22][CH:21]=2)[C:5]2[N:6]([C:8](=[O:19])[N:9]([CH2:11][O:12][CH2:13][CH2:14][Si:15]([CH3:18])([CH3:17])[CH3:16])[N:10]=2)[N:7]=1.C[Si]([O:38][Si](C)(C)C)(C)C.[K].[ClH:44]. (4) The reactants are: [CH3:1][C:2]([CH:4]1[C:10](=[O:11])[CH2:9][C:8]([CH3:13])([CH3:12])[CH2:7][C:5]1=O)=O.O.[NH2:15][NH2:16]. Given the product [CH3:1][C:2]1[C:4]2[C:10](=[O:11])[CH2:9][C:8]([CH3:13])([CH3:12])[CH2:7][C:5]=2[NH:16][N:15]=1, predict the reactants needed to synthesize it. (5) Given the product [C:1]([O:5][C:6](=[O:44])[NH:7][CH2:8][C:9]([CH3:43])([CH3:42])[CH2:10][NH:11][C:12](=[O:41])[C:13]1[CH:18]=[CH:17][C:16]([NH:19][C:20]2[N:25]=[C:24]([NH:26][CH2:27][C:28]3[CH:29]=[CH:30][C:31]([O:34][CH2:51][C:47]4([CH2:46][Cl:45])[CH2:50][O:49][CH2:48]4)=[CH:32][CH:33]=3)[N:23]=[C:22]([O:35][CH2:36][C:37]([F:38])([F:40])[F:39])[N:21]=2)=[CH:15][CH:14]=1)([CH3:4])([CH3:2])[CH3:3], predict the reactants needed to synthesize it. The reactants are: [C:1]([O:5][C:6](=[O:44])[NH:7][CH2:8][C:9]([CH3:43])([CH3:42])[CH2:10][NH:11][C:12](=[O:41])[C:13]1[CH:18]=[CH:17][C:16]([NH:19][C:20]2[N:25]=[C:24]([NH:26][CH2:27][C:28]3[CH:33]=[CH:32][C:31]([OH:34])=[CH:30][CH:29]=3)[N:23]=[C:22]([O:35][CH2:36][C:37]([F:40])([F:39])[F:38])[N:21]=2)=[CH:15][CH:14]=1)([CH3:4])([CH3:3])[CH3:2].[Cl:45][CH2:46][C:47]1([CH2:51]Cl)[CH2:50][O:49][CH2:48]1.C([O-])([O-])=O.[K+].[K+]. (6) Given the product [OH:2][NH:1][CH:3]([CH3:20])[CH2:5][C:6]([NH:9][C:10](=[O:19])[O:11][CH2:12][C:13]1[CH:18]=[CH:17][CH:16]=[CH:15][CH:14]=1)([CH3:8])[CH3:7], predict the reactants needed to synthesize it. The reactants are: [NH2:1][OH:2].[C:3]([CH2:5][C:6]([NH:9][C:10](=[O:19])[O:11][CH2:12][C:13]1[CH:18]=[CH:17][CH:16]=[CH:15][CH:14]=1)([CH3:8])[CH3:7])#N.[CH2:20](O)C. (7) Given the product [ClH:42].[O:1]1[C:5]2[CH:6]=[CH:7][CH:8]=[CH:9][C:4]=2[N:3]=[C:2]1[S:10][CH2:11][CH2:12][N:13]1[CH2:14][CH2:15][N:16]([CH2:19][C:20]([NH:22][C:23]2[C:24]([O:36][CH2:37][C:38]([F:40])([F:41])[F:39])=[N:25][C:26]([CH3:35])=[CH:27][C:28]=2[O:29][CH2:30][C:31]([F:32])([F:33])[F:34])=[O:21])[CH2:17][CH2:18]1, predict the reactants needed to synthesize it. The reactants are: [O:1]1[C:5]2[CH:6]=[CH:7][CH:8]=[CH:9][C:4]=2[N:3]=[C:2]1[S:10][CH2:11][CH2:12][N:13]1[CH2:18][CH2:17][N:16]([CH2:19][C:20]([NH:22][C:23]2[C:24]([O:36][CH2:37][C:38]([F:41])([F:40])[F:39])=[N:25][C:26]([CH3:35])=[CH:27][C:28]=2[O:29][CH2:30][C:31]([F:34])([F:33])[F:32])=[O:21])[CH2:15][CH2:14]1.[ClH:42].N1C=CC=CC=1. (8) Given the product [CH3:29][O:30][C:31]1[CH:38]=[C:37]([O:39][CH3:40])[CH:36]=[CH:35][C:32]=1[CH2:33][N:24]1[CH2:27][CH:26]([OH:28])[CH2:25]1, predict the reactants needed to synthesize it. The reactants are: C(N(CC)CC)C.C(O)=O.C([N:24]1[CH2:27][CH:26]([OH:28])[CH2:25]1)(C1C=CC=CC=1)C1C=CC=CC=1.[CH3:29][O:30][C:31]1[CH:38]=[C:37]([O:39][CH3:40])[CH:36]=[CH:35][C:32]=1[CH:33]=O.C(O[BH-](OC(=O)C)OC(=O)C)(=O)C.[Na+]. (9) The reactants are: [Cl:1][C:2]1[NH:3][C:4]([Cl:11])=[C:5]2[C:9]([N:10]=1)=[N:8][CH:7]=[N:6]2.[C:12](=O)([O-])[O-].[K+].[K+].CI. Given the product [Cl:1][C:2]1[N:10]=[C:9]2[C:5]([N:6]=[CH:7][N:8]2[CH3:12])=[C:4]([Cl:11])[N:3]=1, predict the reactants needed to synthesize it.